Dataset: Forward reaction prediction with 1.9M reactions from USPTO patents (1976-2016). Task: Predict the product of the given reaction. (1) Given the reactants [NH2:1][C:2]1[N:7]=[C:6]([C:8]([F:11])([F:10])[F:9])[CH:5]=[CH:4][N:3]=1.C1C(=O)N([Br:19])C(=O)C1, predict the reaction product. The product is: [Br:19][C:5]1[C:6]([C:8]([F:11])([F:9])[F:10])=[N:7][C:2]([NH2:1])=[N:3][CH:4]=1. (2) Given the reactants [O:1]([C:8]1[CH:9]=[C:10]([CH:23]=[CH:24][CH:25]=1)[CH2:11][S:12][C:13]1[S:14][C:15]2[C:21](=[O:22])[CH2:20][CH2:19][CH2:18][C:16]=2[N:17]=1)[C:2]1[CH:7]=[CH:6][CH:5]=[CH:4][CH:3]=1.[H-].[Al+3].[Li+].[H-].[H-].[H-].O.O.O.O.O.O.O.O.O.O.S([O-])([O-])(=O)=O.[Na+].[Na+], predict the reaction product. The product is: [O:1]([C:8]1[CH:9]=[C:10]([CH:23]=[CH:24][CH:25]=1)[CH2:11][S:12][C:13]1[S:14][C:15]2[CH:21]([OH:22])[CH2:20][CH2:19][CH2:18][C:16]=2[N:17]=1)[C:2]1[CH:7]=[CH:6][CH:5]=[CH:4][CH:3]=1. (3) The product is: [Cl:1][C:2]1[CH:7]=[CH:6][C:5]([NH:8][C:9](=[O:14])[C:10]([CH3:13])([CH3:12])[CH3:11])=[C:4]([C:25]#[C:24][Si:20]([CH3:23])([CH3:22])[CH3:21])[C:3]=1[C:16]([F:19])([F:18])[F:17]. Given the reactants [Cl:1][C:2]1[CH:7]=[CH:6][C:5]([NH:8][C:9](=[O:14])[C:10]([CH3:13])([CH3:12])[CH3:11])=[C:4](I)[C:3]=1[C:16]([F:19])([F:18])[F:17].[Si:20]([C:24]#[CH:25])([CH3:23])([CH3:22])[CH3:21], predict the reaction product. (4) Given the reactants [Cl:1][C:2]1[CH:3]=[C:4]([CH:8]=[CH:9][N:10]=1)[C:5]([OH:7])=O.CN(C(ON1N=NC2C=CC=NC1=2)=[N+](C)C)C.F[P-](F)(F)(F)(F)F.C(N(C(C)C)CC)(C)C.[I:44][C:45]1[CH:46]=[C:47]([CH:49]=[CH:50][C:51]=1[CH3:52])[NH2:48], predict the reaction product. The product is: [Cl:1][C:2]1[CH:3]=[C:4]([CH:8]=[CH:9][N:10]=1)[C:5]([NH:48][C:47]1[CH:49]=[CH:50][C:51]([CH3:52])=[C:45]([I:44])[CH:46]=1)=[O:7].